This data is from Forward reaction prediction with 1.9M reactions from USPTO patents (1976-2016). The task is: Predict the product of the given reaction. (1) Given the reactants [OH-].[Na+].[CH2:3]([N:5]1[C:9]2=[N:10][CH:11]=[C:12]([C:22]([O:24]CC)=[O:23])[C:13]([NH:14][CH:15]3[CH2:20][CH2:19][C:18](=[O:21])[CH2:17][CH2:16]3)=[C:8]2[CH:7]=[N:6]1)[CH3:4].Cl, predict the reaction product. The product is: [CH2:3]([N:5]1[C:9]2=[N:10][CH:11]=[C:12]([C:22]([OH:24])=[O:23])[C:13]([NH:14][CH:15]3[CH2:16][CH2:17][C:18](=[O:21])[CH2:19][CH2:20]3)=[C:8]2[CH:7]=[N:6]1)[CH3:4]. (2) Given the reactants CS(O[CH:6]1[CH2:10][CH2:9][N:8]([C:11]2[CH:16]=[CH:15][C:14]([Br:17])=[CH:13][N:12]=2)[CH2:7]1)(=O)=O.[CH3:18][NH:19][CH2:20][CH3:21], predict the reaction product. The product is: [Br:17][C:14]1[CH:15]=[CH:16][C:11]([N:8]2[CH2:9][CH2:10][CH:6]([N:19]([CH2:20][CH3:21])[CH3:18])[CH2:7]2)=[N:12][CH:13]=1. (3) Given the reactants C(O)(C(F)(F)F)=O.CC(OC([N:15]1[C:23]2[CH:22]=[CH:21][N:20]=[CH:19][C:18]=2[CH:17]=[C:16]1[CH:24]=[O:25])=O)(C)C, predict the reaction product. The product is: [NH:15]1[C:23]2[CH:22]=[CH:21][N:20]=[CH:19][C:18]=2[CH:17]=[C:16]1[CH:24]=[O:25]. (4) Given the reactants C[Si]([N-][Si](C)(C)C)(C)C.[Na+].[CH3:11][C:12]1[N:13]([C:18]2[N:23]=[C:22]([CH3:24])[CH:21]=[CH:20][N:19]=2)[C:14]([CH3:17])=[CH:15][CH:16]=1.[C:25](=[O:27])=[O:26].Cl, predict the reaction product. The product is: [CH3:17][C:14]1[N:13]([C:18]2[N:23]=[C:22]([CH2:24][C:25]([OH:27])=[O:26])[CH:21]=[CH:20][N:19]=2)[C:12]([CH3:11])=[CH:16][CH:15]=1. (5) Given the reactants [F:1][C:2]1[CH:3]=[N:4][C:5]2[C:10]([C:11]=1[NH:12][CH2:13][C:14]13[CH2:21][CH2:20][C:17]([NH:22]C(=O)OC(C)(C)C)([CH2:18][CH2:19]1)[CH2:16][O:15]3)=[N:9][C:8]([O:30][CH3:31])=[CH:7][CH:6]=2.FC(F)(F)C(O)=O, predict the reaction product. The product is: [NH2:22][C:17]12[CH2:20][CH2:21][C:14]([CH2:13][NH:12][C:11]3[C:10]4[C:5](=[CH:6][CH:7]=[C:8]([O:30][CH3:31])[N:9]=4)[N:4]=[CH:3][C:2]=3[F:1])([CH2:19][CH2:18]1)[O:15][CH2:16]2. (6) Given the reactants [NH:1](C(OC(C)(C)C)=O)[C@H:2]([C:7]([N:9]1[CH2:23][CH2:22][CH2:21][C@H:10]1[C:11]([O:13][CH2:14][C:15]1[CH:20]=[CH:19][CH:18]=[CH:17][CH:16]=1)=[O:12])=[O:8])[C@H:3]([CH2:5][CH3:6])[CH3:4].[C:31]([OH:37])([C:33]([F:36])([F:35])[F:34])=[O:32], predict the reaction product. The product is: [NH2:1][C@H:2]([C:7]([N:9]1[CH2:23][CH2:22][CH2:21][C@H:10]1[C:11]([O:13][CH2:14][C:15]1[CH:16]=[CH:17][CH:18]=[CH:19][CH:20]=1)=[O:12])=[O:8])[C@H:3]([CH2:5][CH3:6])[CH3:4].[F:34][C:33]([C:31]([OH:37])=[O:32])([F:36])[F:35]. (7) Given the reactants C(OC([N:11]1[CH2:16][C@@H:15]([NH:17][C:18]2[N:19]=[CH:20][C:21]3[CH:27]=[N:26][CH:25]=[C:24]([C:28]4[C:36]5[C:31](=[CH:32][C:33]([C:37]#[N:38])=[CH:34][CH:35]=5)[NH:30][CH:29]=4)[C:22]=3[N:23]=2)[CH2:14][C:13]([F:40])([F:39])[CH2:12]1)=O)C1C=CC=CC=1.FC(F)(F)C(O)=O, predict the reaction product. The product is: [F:40][C:13]1([F:39])[CH2:12][NH:11][CH2:16][C@@H:15]([NH:17][C:18]2[N:19]=[CH:20][C:21]3[CH:27]=[N:26][CH:25]=[C:24]([C:28]4[C:36]5[C:31](=[CH:32][C:33]([C:37]#[N:38])=[CH:34][CH:35]=5)[NH:30][CH:29]=4)[C:22]=3[N:23]=2)[CH2:14]1. (8) Given the reactants [Cl-].O[NH3+:3].[C:4](=[O:7])([O-])[OH:5].[Na+].CS(C)=O.[CH2:13]([C:15]1[N:16]([C:40]2[CH:45]=[CH:44][C:43]([O:46][CH2:47][C:48]([O:51][CH3:52])([CH3:50])[CH3:49])=[CH:42][CH:41]=2)[C:17](=[O:39])[C:18]([CH2:24][C:25]2[CH:30]=[CH:29][C:28]([C:31]3[C:32]([C:37]#[N:38])=[CH:33][CH:34]=[CH:35][CH:36]=3)=[CH:27][CH:26]=2)=[C:19]([CH2:21][CH2:22][CH3:23])[N:20]=1)[CH3:14], predict the reaction product. The product is: [CH2:13]([C:15]1[N:16]([C:40]2[CH:45]=[CH:44][C:43]([O:46][CH2:47][C:48]([O:51][CH3:52])([CH3:50])[CH3:49])=[CH:42][CH:41]=2)[C:17](=[O:39])[C:18]([CH2:24][C:25]2[CH:26]=[CH:27][C:28]([C:31]3[CH:36]=[CH:35][CH:34]=[CH:33][C:32]=3[C:37]3[NH:3][C:4](=[O:7])[O:5][N:38]=3)=[CH:29][CH:30]=2)=[C:19]([CH2:21][CH2:22][CH3:23])[N:20]=1)[CH3:14]. (9) Given the reactants [Cl:1][C:2]1[C:11]2[C:6](=[CH:7][C:8]([O:13][CH3:14])=[C:9]([OH:12])[CH:10]=2)[N:5]=[CH:4][CH:3]=1.Cl[CH2:16][CH2:17][CH2:18][N:19]1[CH2:24][CH2:23][O:22][CH2:21][CH2:20]1.C([O-])([O-])=O.[K+].[K+], predict the reaction product. The product is: [Cl:1][C:2]1[C:11]2[C:6](=[CH:7][C:8]([O:13][CH3:14])=[C:9]([O:12][CH2:16][CH2:17][CH2:18][N:19]3[CH2:24][CH2:23][O:22][CH2:21][CH2:20]3)[CH:10]=2)[N:5]=[CH:4][CH:3]=1.